From a dataset of Catalyst prediction with 721,799 reactions and 888 catalyst types from USPTO. Predict which catalyst facilitates the given reaction. Reactant: [F:1][C:2]([F:12])([F:11])[C:3]1[CH:4]=[C:5]([CH:8]=[CH:9][CH:10]=1)[CH2:6][NH2:7].[C:13]([C:15]1[CH:16]=[C:17]([NH:21][C:22](=[O:34])[NH:23][C:24]2[CH:29]=[CH:28][C:27]([S:30](Cl)(=[O:32])=[O:31])=[CH:26][CH:25]=2)[CH:18]=[CH:19][CH:20]=1)#[N:14].C(N(CC)CC)C. Product: [C:13]([C:15]1[CH:16]=[C:17]([NH:21][C:22](=[O:34])[NH:23][C:24]2[CH:29]=[CH:28][C:27]([S:30]([NH:7][CH2:6][C:5]3[CH:8]=[CH:9][CH:10]=[C:3]([C:2]([F:11])([F:12])[F:1])[CH:4]=3)(=[O:31])=[O:32])=[CH:26][CH:25]=2)[CH:18]=[CH:19][CH:20]=1)#[N:14]. The catalyst class is: 10.